This data is from Forward reaction prediction with 1.9M reactions from USPTO patents (1976-2016). The task is: Predict the product of the given reaction. (1) Given the reactants [CH:1]1([O:7][N:8]2[C:13]([CH3:15])([CH3:14])[CH2:12][CH:11]([OH:16])[CH2:10][C:9]2([CH3:18])[CH3:17])[CH2:6][CH2:5][CH:4]=[CH:3][CH2:2]1.C(=O)C1CC=CCC1, predict the reaction product. The product is: [CH:1]1([O:7][N:8]2[C:9]([CH3:17])([CH3:18])[CH2:10][CH:11]([OH:16])[CH2:12][C:13]2([CH3:15])[CH3:14])[CH2:2][CH2:3][CH2:4][CH2:5][CH2:6]1. (2) The product is: [OH:12][C@:10]([C:13]1[CH:14]=[CH:15][C:16]([I:19])=[CH:17][CH:18]=1)([CH3:11])[CH2:9][NH:8][S:4]([CH:1]([CH3:2])[CH3:20])(=[O:5])=[O:6]. Given the reactants [CH2:1]([S:4](Cl)(=[O:6])=[O:5])[CH2:2]C.[NH2:8][CH2:9][C@:10]([C:13]1[CH:18]=[CH:17][C:16]([I:19])=[CH:15][CH:14]=1)([OH:12])[CH3:11].[CH2:20]1CCN2C(=NCCC2)CC1, predict the reaction product. (3) Given the reactants C(OC(=O)[NH:7][C:8]1[CH:9]=[N:10][C:11]([C:35]2[CH:40]=[CH:39][CH:38]=[CH:37][CH:36]=2)=[CH:12][C:13]=1[C:14]([N:16]1[CH2:21][CH2:20][CH:19]([N:22]2[CH2:34][CH2:33][CH2:32][C:24]3([C:28](=[O:29])[O:27][C:26]([CH3:31])([CH3:30])[CH2:25]3)[CH2:23]2)[CH2:18][CH2:17]1)=[O:15])(C)(C)C.C(OC(C)C)(C)C, predict the reaction product. The product is: [NH2:7][C:8]1[C:13]([C:14]([N:16]2[CH2:21][CH2:20][CH:19]([N:22]3[CH2:34][CH2:33][CH2:32][C:24]4([C:28](=[O:29])[O:27][C:26]([CH3:30])([CH3:31])[CH2:25]4)[CH2:23]3)[CH2:18][CH2:17]2)=[O:15])=[CH:12][C:11]([C:35]2[CH:36]=[CH:37][CH:38]=[CH:39][CH:40]=2)=[N:10][CH:9]=1.